The task is: Predict the product of the given reaction.. This data is from Forward reaction prediction with 1.9M reactions from USPTO patents (1976-2016). (1) The product is: [C:29]1([C:19]2[C:18]([C:15]3[CH:16]=[CH:17][C:12]([C:8]4([NH:7][C:6](=[O:35])[O:5][C:1]([CH3:4])([CH3:3])[CH3:2])[CH2:11][CH2:10][CH2:9]4)=[CH:13][CH:14]=3)=[N:28][C:22]3[O:23][CH2:24][C:25]4[N:26]([C:39]([CH2:38][C:37]([F:44])([F:43])[F:36])=[N:41][N:42]=4)[C:21]=3[CH:20]=2)[CH:34]=[CH:33][CH:32]=[CH:31][CH:30]=1. Given the reactants [C:1]([O:5][C:6](=[O:35])[NH:7][C:8]1([C:12]2[CH:17]=[CH:16][C:15]([C:18]3[C:19]([C:29]4[CH:34]=[CH:33][CH:32]=[CH:31][CH:30]=4)=[CH:20][C:21]4[NH:26][C:25](=S)[CH2:24][O:23][C:22]=4[N:28]=3)=[CH:14][CH:13]=2)[CH2:11][CH2:10][CH2:9]1)([CH3:4])([CH3:3])[CH3:2].[F:36][C:37]([F:44])([F:43])[CH2:38][C:39]([NH:41][NH2:42])=O, predict the reaction product. (2) Given the reactants [O:1]=[C:2]1[C:10]2[C:5](=[CH:6][CH:7]=[CH:8][CH:9]=2)[C:4](=[O:11])[N:3]1[CH:12]1[CH2:17][CH2:16][CH:15]([S:18]([OH:21])(=O)=[O:19])[CH2:14][CH2:13]1.P(Cl)(Cl)(Cl)(Cl)[Cl:23], predict the reaction product. The product is: [O:1]=[C:2]1[C:10]2[C:5](=[CH:6][CH:7]=[CH:8][CH:9]=2)[C:4](=[O:11])[N:3]1[CH:12]1[CH2:17][CH2:16][CH:15]([S:18]([Cl:23])(=[O:21])=[O:19])[CH2:14][CH2:13]1. (3) Given the reactants [F:1][C:2]1[CH:7]=[CH:6][C:5]([C:8]2[CH:13]=[CH:12][CH:11]=[CH:10][C:9]=2[NH:14][S:15]([C:18]2[CH:23]=[CH:22][C:21]([O:24][CH3:25])=[CH:20][CH:19]=2)(=[O:17])=[O:16])=[C:4]([C@H:26](O)[CH3:27])[CH:3]=1.C1(P(C2C=CC=CC=2)C2C=CC=CC=2)C=CC=CC=1.CCOC(/N=N/C(OCC)=O)=O, predict the reaction product. The product is: [F:1][C:2]1[CH:3]=[C:4]2[C:5](=[CH:6][CH:7]=1)[C:8]1[CH:13]=[CH:12][CH:11]=[CH:10][C:9]=1[N:14]([S:15]([C:18]1[CH:23]=[CH:22][C:21]([O:24][CH3:25])=[CH:20][CH:19]=1)(=[O:17])=[O:16])[C@H:26]2[CH3:27].